From a dataset of Full USPTO retrosynthesis dataset with 1.9M reactions from patents (1976-2016). Predict the reactants needed to synthesize the given product. (1) Given the product [Cl:16][C:17]1[CH:25]=[CH:24][CH:23]=[CH:22][C:18]=1[C:19]([NH:7][C:6]1[CH:5]=[CH:4][C:3]([OH:8])=[CH:2][CH:1]=1)=[O:20], predict the reactants needed to synthesize it. The reactants are: [CH:1]1[C:6]([NH2:7])=[CH:5][CH:4]=[C:3]([OH:8])[CH:2]=1.C(N(CC)CC)C.[Cl:16][C:17]1[CH:25]=[CH:24][CH:23]=[CH:22][C:18]=1[C:19](Cl)=[O:20]. (2) Given the product [Cl:14][C:10]1[CH:11]=[N:12][C:13]2[CH:5]([OH:4])[CH2:6][CH2:7][C:8]=2[CH:9]=1, predict the reactants needed to synthesize it. The reactants are: C([O:4][CH:5]1[C:13]2[N:12]=[CH:11][C:10]([Cl:14])=[CH:9][C:8]=2[CH2:7][CH2:6]1)(=O)C.[OH-].[Na+]. (3) Given the product [C:15]([C:2]1[CH:3]=[C:4]([CH:9]=[CH:10][C:11]=1[CH2:12][CH3:13])[C:5]([O:7][CH3:8])=[O:6])#[N:16], predict the reactants needed to synthesize it. The reactants are: Br[C:2]1[CH:3]=[C:4]([CH:9]=[CH:10][C:11]=1[CH2:12][CH3:13])[C:5]([O:7][CH3:8])=[O:6].[Cu][C:15]#[N:16]. (4) Given the product [NH2:27][C@@:15]([C:3]1[CH:4]=[C:5]([C:9]2[CH:14]=[N:13][CH:12]=[N:11][CH:10]=2)[C:6]([F:8])=[CH:7][C:2]=1[F:1])([CH3:16])[CH2:17][C@H:18]([C:20]1[C:21]([CH3:26])=[N:22][O:23][C:24]=1[CH3:25])[OH:19], predict the reactants needed to synthesize it. The reactants are: [F:1][C:2]1[CH:7]=[C:6]([F:8])[C:5]([C:9]2[CH:10]=[N:11][CH:12]=[N:13][CH:14]=2)=[CH:4][C:3]=1[C@@:15]([NH:27][S@@](C(C)(C)C)=O)([CH2:17][C@H:18]([C:20]1[C:21]([CH3:26])=[N:22][O:23][C:24]=1[CH3:25])[OH:19])[CH3:16].Cl. (5) Given the product [F:11][C:12]1[C:23]([C:24]([F:26])([F:27])[F:25])=[CH:22][CH:21]=[CH:20][C:13]=1[C:14]([C:6]1[CH:7]=[CH:8][C:3]([O:2][CH3:1])=[CH:4][CH:5]=1)=[O:15], predict the reactants needed to synthesize it. The reactants are: [CH3:1][O:2][C:3]1[CH:8]=[CH:7][C:6]([Mg]Br)=[CH:5][CH:4]=1.[F:11][C:12]1[C:23]([C:24]([F:27])([F:26])[F:25])=[CH:22][CH:21]=[CH:20][C:13]=1[C:14](N(OC)C)=[O:15]. (6) Given the product [C:24]([O:23][C:21]([N:16]1[C@@H:17]2[C@@H:12]([C@H:11]([OH:10])[CH2:20][CH2:19][CH2:18]2)[NH:13][CH2:14][CH2:15]1)=[O:22])([CH3:27])([CH3:25])[CH3:26], predict the reactants needed to synthesize it. The reactants are: [F-].[NH4+].[Si]([O:10][C@@H:11]1[CH2:20][CH2:19][CH2:18][C@H:17]2[C@@H:12]1[NH:13][CH2:14][CH2:15][N:16]2[C:21]([O:23][C:24]([CH3:27])([CH3:26])[CH3:25])=[O:22])(C(C)(C)C)(C)C. (7) Given the product [C:9]([C:8]([CH3:12])([CH3:11])[C:5]1[CH:6]=[CH:7][C:2]([NH:1][C:20](=[O:21])[C:19]2[CH:23]=[CH:24][C:25]([O:26][CH3:27])=[C:17]([O:16][CH3:15])[CH:18]=2)=[C:3]([O:13][CH3:14])[CH:4]=1)#[N:10], predict the reactants needed to synthesize it. The reactants are: [NH2:1][C:2]1[CH:7]=[CH:6][C:5]([C:8]([CH3:12])([CH3:11])[C:9]#[N:10])=[CH:4][C:3]=1[O:13][CH3:14].[CH3:15][O:16][C:17]1[CH:18]=[C:19]([CH:23]=[CH:24][C:25]=1[O:26][CH3:27])[C:20](Cl)=[O:21].C(N(CC)CC)C.